This data is from Full USPTO retrosynthesis dataset with 1.9M reactions from patents (1976-2016). The task is: Predict the reactants needed to synthesize the given product. (1) Given the product [OH:18][CH:5]1[CH2:6][C:7]2[C:8](=[CH:9][C:10]([C:13]#[N:14])=[CH:11][CH:12]=2)[NH:15][C:4]1=[O:3], predict the reactants needed to synthesize it. The reactants are: C([O:3][C:4](=O)[C:5](=[O:18])[CH2:6][C:7]1[CH:12]=[CH:11][C:10]([C:13]#[N:14])=[CH:9][C:8]=1[N+:15]([O-])=O)C.[BH4-].[Na+].CC(O)=O. (2) Given the product [N+:1]([C:4]1[CH:5]=[CH:6][C:7]2[S:13][NH:33][C:9](=[O:10])[C:8]=2[CH:12]=1)([O-:3])=[O:2], predict the reactants needed to synthesize it. The reactants are: [N+:1]([C:4]1[CH:5]=[CH:6][C:7]([S:13][S:13][C:7]2[CH:6]=[CH:5][C:4]([N+:1]([O-:3])=[O:2])=[CH:12][C:8]=2[C:9](O)=[O:10])=[C:8]([CH:12]=1)[C:9](O)=[O:10])([O-:3])=[O:2].S(Cl)(Cl)=O.BrBr.[NH3:33].Cl. (3) Given the product [F:41][CH:11]([F:10])[C:12]1[N:16]([C:17]2[N:22]=[C:21]([N:23]3[CH2:24][CH2:25][O:26][CH2:27][CH2:28]3)[N:20]=[C:19]([N:29]3[CH2:34][CH2:33][N:32]([S:44]([CH2:47][CH2:48][C:49]4[CH:54]=[CH:53][CH:52]=[CH:51][N:50]=4)(=[O:45])=[O:46])[CH2:31][CH2:30]3)[N:18]=2)[C:15]2[CH:35]=[CH:36][CH:37]=[C:38]([O:39][CH3:40])[C:14]=2[N:13]=1, predict the reactants needed to synthesize it. The reactants are: CCN(C(C)C)C(C)C.[F:10][CH:11]([F:41])[C:12]1[N:16]([C:17]2[N:22]=[C:21]([N:23]3[CH2:28][CH2:27][O:26][CH2:25][CH2:24]3)[N:20]=[C:19]([N:29]3[CH2:34][CH2:33][NH:32][CH2:31][CH2:30]3)[N:18]=2)[C:15]2[CH:35]=[CH:36][CH:37]=[C:38]([O:39][CH3:40])[C:14]=2[N:13]=1.[Cl-].Cl[S:44]([CH2:47][CH2:48][C:49]1[CH:54]=[CH:53][CH:52]=[CH:51][NH+:50]=1)(=[O:46])=[O:45].O. (4) The reactants are: Cl.O1CCOCC1.[F:8][CH:9]([F:56])[C:10]([C:43]1[CH:48]=[CH:47][C:46]([C:49]2[CH:54]=[CH:53][C:52]([F:55])=[CH:51][N:50]=2)=[CH:45][CH:44]=1)([OH:42])[CH2:11][C:12]1[N:13](C(C2C=CC=CC=2)(C2C=CC=CC=2)C2C=CC=CC=2)[CH:14]=[C:15]([CH2:17][C:18]([CH3:22])([CH3:21])[CH2:19][OH:20])[N:16]=1. Given the product [F:56][CH:9]([F:8])[C:10]([C:43]1[CH:48]=[CH:47][C:46]([C:49]2[CH:54]=[CH:53][C:52]([F:55])=[CH:51][N:50]=2)=[CH:45][CH:44]=1)([OH:42])[CH2:11][C:12]1[NH:13][CH:14]=[C:15]([CH2:17][C:18]([CH3:22])([CH3:21])[CH2:19][OH:20])[N:16]=1, predict the reactants needed to synthesize it. (5) Given the product [CH3:1][O:2][C:3]1[CH:4]=[CH:5][C:6]2[CH2:15][CH:14]([CH3:16])[N:13]3[C:8](=[CH:9][C:10](=[O:22])[C:11]([C:17]([O:19][CH2:20][CH3:21])=[O:18])=[CH:12]3)[C:7]=2[CH:23]=1, predict the reactants needed to synthesize it. The reactants are: [CH3:1][O:2][C:3]1[CH:4]=[CH:5][C:6]2[CH2:15][CH:14]([CH3:16])[N:13]3[CH:8]([CH2:9][C:10](=[O:22])[C:11]([C:17]([O:19][CH2:20][CH3:21])=[O:18])=[CH:12]3)[C:7]=2[CH:23]=1.C1(Cl)C(=O)C(Cl)=C(Cl)C(=O)C=1Cl. (6) Given the product [NH2:1][C:2]1[C:7]([NH:8][C:19](=[O:20])[C:18]2[CH:17]=[CH:16][C:15]([N+:12]([O-:14])=[O:13])=[CH:23][CH:22]=2)=[CH:6][C:5]([N+:9]([O-:11])=[O:10])=[CH:4][N:3]=1, predict the reactants needed to synthesize it. The reactants are: [NH2:1][C:2]1[C:7]([NH2:8])=[CH:6][C:5]([N+:9]([O-:11])=[O:10])=[CH:4][N:3]=1.[N+:12]([C:15]1[CH:23]=[CH:22][C:18]([C:19](Cl)=[O:20])=[CH:17][CH:16]=1)([O-:14])=[O:13].O. (7) Given the product [CH3:1][O:2][C:3]1[CH:33]=[CH:32][C:31]([O:34][CH3:35])=[CH:30][C:4]=1[CH2:5][CH:6]1[C:15]2[C:10](=[C:11]([O:18][CH3:19])[CH:12]=[CH:13][C:14]=2[O:16][CH3:17])[CH2:9][CH2:8][N:7]1[CH:20]([C:24]1[CH:25]=[CH:26][CH:27]=[CH:28][CH:29]=1)[C:21]([NH2:37])=[O:23], predict the reactants needed to synthesize it. The reactants are: [CH3:1][O:2][C:3]1[CH:33]=[CH:32][C:31]([O:34][CH3:35])=[CH:30][C:4]=1[CH2:5][CH:6]1[C:15]2[C:10](=[C:11]([O:18][CH3:19])[CH:12]=[CH:13][C:14]=2[O:16][CH3:17])[CH2:9][CH2:8][N:7]1[CH:20]([C:24]1[CH:29]=[CH:28][CH:27]=[CH:26][CH:25]=1)[C:21]([OH:23])=O.[Br-].[NH4+:37]. (8) Given the product [O:18]1[CH:19]=[CH:20][N:21]=[C:17]1[C:2]1[CH:11]=[CH:10][CH:9]=[CH:8][C:3]=1[C:4]([O:6][CH3:7])=[O:5], predict the reactants needed to synthesize it. The reactants are: I[C:2]1[CH:11]=[CH:10][CH:9]=[CH:8][C:3]=1[C:4]([O:6][CH3:7])=[O:5].C([Sn](CCCC)(CCCC)[C:17]1[O:18][CH:19]=[CH:20][N:21]=1)CCC. (9) Given the product [Cl:9][N:3]1[C:2]([CH3:8])([CH3:1])[CH2:6][O:5][C:4]1=[O:7].[Cl:9][O-:10].[Ca+2:13].[Cl:9][O-:10].[Cl:9][O-:10], predict the reactants needed to synthesize it. The reactants are: [CH3:1][C:2]1([CH3:8])[CH2:6][O:5][C:4](=[O:7])[NH:3]1.[Cl:9][O-:10].Cl[O-].[Ca+2:13].Cl[O-]. (10) The reactants are: O.[NH2:2][NH2:3].[C:4]([C:6]1[C:11](=[O:12])[N:10]([C:13]2[CH:18]=[CH:17][C:16]([CH3:19])=[C:15]([CH3:20])[CH:14]=2)[C:9]([C:21]2[CH:26]=[CH:25][C:24]([S:27][CH3:28])=[CH:23][CH:22]=2)=[N:8][C:7]=1SC)#[N:5].C(=O)([O-])[O-].[K+].[K+]. Given the product [NH2:5][C:4]1[C:6]2[C:11](=[O:12])[N:10]([C:13]3[CH:18]=[CH:17][C:16]([CH3:19])=[C:15]([CH3:20])[CH:14]=3)[C:9]([C:21]3[CH:26]=[CH:25][C:24]([S:27][CH3:28])=[CH:23][CH:22]=3)=[N:8][C:7]=2[NH:3][N:2]=1, predict the reactants needed to synthesize it.